Dataset: Forward reaction prediction with 1.9M reactions from USPTO patents (1976-2016). Task: Predict the product of the given reaction. (1) Given the reactants [CH:1]([O:4][C:5]([N:7]1[CH2:12][CH2:11][CH:10]([OH:13])[CH2:9][CH2:8]1)=[O:6])([CH3:3])[CH3:2].O[N:15]1[C:19](=[O:20])[C:18]2=[CH:21][CH:22]=[CH:23][CH:24]=[C:17]2[C:16]1=[O:25].C1(P(C2C=CC=CC=2)C2C=CC=CC=2)C=CC=CC=1.CCOC(/N=N/C(OCC)=O)=O, predict the reaction product. The product is: [O:25]=[C:16]1[C:17]2[C:18](=[CH:21][CH:22]=[CH:23][CH:24]=2)[C:19](=[O:20])[N:15]1[O:13][CH:10]1[CH2:9][CH2:8][N:7]([C:5]([O:4][CH:1]([CH3:3])[CH3:2])=[O:6])[CH2:12][CH2:11]1. (2) Given the reactants [I:1]I.C(ON=O)(C)(C)C.N[C:11]1[C:12]([Cl:21])=[C:13]([CH:17]=[C:18]([Cl:20])[CH:19]=1)[C:14]([OH:16])=[O:15].O, predict the reaction product. The product is: [Cl:21][C:12]1[C:11]([I:1])=[CH:19][C:18]([Cl:20])=[CH:17][C:13]=1[C:14]([OH:16])=[O:15]. (3) Given the reactants [C:1]([O:5][C:6]([NH:8][C@H:9]([C:17]([OH:19])=O)[CH2:10][C:11]1[CH:12]=[N:13][CH:14]=[CH:15][CH:16]=1)=[O:7])([CH3:4])([CH3:3])[CH3:2].Cl.[C:21]1([CH2:27][CH2:28][CH2:29][CH:30]([NH2:40])[CH2:31][CH2:32][CH2:33][C:34]2[CH:39]=[CH:38][CH:37]=[CH:36][CH:35]=2)[CH:26]=[CH:25][CH:24]=[CH:23][CH:22]=1.C(N(CC)C(C)C)(C)C.C1CN([P+](ON2N=NC3C=CC=CC2=3)(N2CCCC2)N2CCCC2)CC1.F[P-](F)(F)(F)(F)F, predict the reaction product. The product is: [C:34]1([CH2:33][CH2:32][CH2:31][CH:30]([NH:40][C:17](=[O:19])[C@H:9]([CH2:10][C:11]2[CH:12]=[N:13][CH:14]=[CH:15][CH:16]=2)[NH:8][C:6]([O:5][C:1]([CH3:2])([CH3:3])[CH3:4])=[O:7])[CH2:29][CH2:28][CH2:27][C:21]2[CH:22]=[CH:23][CH:24]=[CH:25][CH:26]=2)[CH:39]=[CH:38][CH:37]=[CH:36][CH:35]=1. (4) Given the reactants [C:1]1([C@H:7]([NH:9][C:10](=[O:44])[NH:11][C:12]2[N:17]=[CH:16][C:15]3[C:18]([NH:40][C:41](=[O:43])[CH3:42])=[N:19][N:20](C(C4C=CC=CC=4)(C4C=CC=CC=4)C4C=CC=CC=4)[C:14]=3[CH:13]=2)[CH3:8])[CH:6]=[CH:5][CH:4]=[CH:3][CH:2]=1.C([SiH](CC)CC)C.C(O)(C(F)(F)F)=O, predict the reaction product. The product is: [C:1]1([C@H:7]([NH:9][C:10](=[O:44])[NH:11][C:12]2[N:17]=[CH:16][C:15]3[C:18]([NH:40][C:41](=[O:43])[CH3:42])=[N:19][NH:20][C:14]=3[CH:13]=2)[CH3:8])[CH:6]=[CH:5][CH:4]=[CH:3][CH:2]=1. (5) Given the reactants [C:1]([OH:10])(=[O:9])[C:2]1[C:3](=[CH:5][CH:6]=[CH:7][CH:8]=1)[NH2:4].[OH:11][C:12]1[CH:17]=[C:16]([CH:18]=O)[CH:15]=[CH:14][N:13]=1, predict the reaction product. The product is: [OH:11][C:12]1[CH:17]=[C:16]([CH2:18][NH:4][C:3]2[CH:5]=[CH:6][CH:7]=[CH:8][C:2]=2[C:1]([OH:10])=[O:9])[CH:15]=[CH:14][N:13]=1. (6) Given the reactants CO[C:3]([C:5]1[CH:10]=[CH:9][CH:8]=[C:7]([CH2:11][N:12]2[CH2:16][CH2:15][N:14]([C@H:17]([C:22]([O:24][C:25]([CH3:28])([CH3:27])[CH3:26])=[O:23])[C:18]([CH3:21])([CH3:20])[CH3:19])[C:13]2=[O:29])[N:6]=1)=[O:4].[CH3:30][Mg]Br, predict the reaction product. The product is: [C:3]([C:5]1[N:6]=[C:7]([CH2:11][N:12]2[CH2:16][CH2:15][N:14]([C@@H:17]([C:18]([CH3:19])([CH3:21])[CH3:20])[C:22]([O:24][C:25]([CH3:28])([CH3:27])[CH3:26])=[O:23])[C:13]2=[O:29])[CH:8]=[CH:9][CH:10]=1)(=[O:4])[CH3:30]. (7) Given the reactants [CH3:1][CH:2]1[CH2:7][CH2:6][NH:5][CH2:4][CH2:3]1.Cl[S:9]([C:12]1[CH:13]=[C:14]([CH:18]=[CH:19][CH:20]=1)[C:15]([OH:17])=[O:16])(=[O:11])=[O:10].C(=O)([O-])[O-].[K+].[K+], predict the reaction product. The product is: [CH3:1][CH:2]1[CH2:7][CH2:6][N:5]([S:9]([C:12]2[CH:13]=[C:14]([CH:18]=[CH:19][CH:20]=2)[C:15]([OH:17])=[O:16])(=[O:11])=[O:10])[CH2:4][CH2:3]1.